This data is from Peptide-MHC class I binding affinity with 185,985 pairs from IEDB/IMGT. The task is: Regression. Given a peptide amino acid sequence and an MHC pseudo amino acid sequence, predict their binding affinity value. This is MHC class I binding data. (1) The peptide sequence is EVVDMLSTY. The MHC is HLA-A02:06 with pseudo-sequence HLA-A02:06. The binding affinity (normalized) is 0.232. (2) The peptide sequence is EFKRRLKDL. The MHC is HLA-B08:02 with pseudo-sequence HLA-B08:02. The binding affinity (normalized) is 0.0847. (3) The peptide sequence is RNEQGQTLW. The MHC is HLA-B07:02 with pseudo-sequence HLA-B07:02. The binding affinity (normalized) is 0.0847. (4) The binding affinity (normalized) is 0.340. The peptide sequence is AVFDGCVVY. The MHC is HLA-A31:01 with pseudo-sequence HLA-A31:01.